This data is from Forward reaction prediction with 1.9M reactions from USPTO patents (1976-2016). The task is: Predict the product of the given reaction. (1) Given the reactants I[C:2]1[C:3]([C:12]2[CH:17]=[CH:16][C:15]([O:18][CH3:19])=[CH:14][CH:13]=2)=[N:4][N:5]([CH3:11])[C:6]=1[C:7]([O:9][CH3:10])=[O:8].[CH3:20]B1OB(C)OB(C)O1, predict the reaction product. The product is: [CH3:19][O:18][C:15]1[CH:16]=[CH:17][C:12]([C:3]2[C:2]([CH3:20])=[C:6]([C:7]([O:9][CH3:10])=[O:8])[N:5]([CH3:11])[N:4]=2)=[CH:13][CH:14]=1. (2) Given the reactants Cl[C:2]1[C:3]([NH2:9])=[N:4][CH:5]=[N:6][C:7]=1Cl.[NH2:10][C:11]1[CH:12]=[C:13]([OH:17])[CH:14]=[CH:15][CH:16]=1.[CH3:18][N:19]([CH3:41])[C:20]1[CH:25]=[CH:24][CH:23]=[C:22]([CH2:26][N:27]2[CH:31]=[C:30](B3OC(C)(C)C(C)(C)O3)[CH:29]=[N:28]2)[CH:21]=1.[C:42](Cl)(=[O:45])[CH:43]=[CH2:44], predict the reaction product. The product is: [NH2:9][C:3]1[N:4]=[CH:5][N:6]=[C:7]([O:17][C:13]2[CH:12]=[C:11]([NH:10][C:42](=[O:45])[CH:43]=[CH2:44])[CH:16]=[CH:15][CH:14]=2)[C:2]=1[C:30]1[CH:29]=[N:28][N:27]([CH2:26][C:22]2[CH:23]=[CH:24][CH:25]=[C:20]([N:19]([CH3:41])[CH3:18])[CH:21]=2)[CH:31]=1. (3) Given the reactants [CH3:1][C:2]([Si:5]([CH3:28])([CH3:27])[O:6][CH2:7][C@@H:8]([O:10][C:11]1[CH:12]=[C:13]([CH:23]=[C:24]([OH:26])[CH:25]=1)[C:14]([NH:16][C:17]1[CH:21]=[CH:20][N:19]([CH3:22])[N:18]=1)=[O:15])[CH3:9])([CH3:4])[CH3:3].Cl[C:30]1[CH:39]=[CH:38][C:33]([C:34]([O:36][CH3:37])=[O:35])=[CH:32][N:31]=1.C(=O)([O-])[O-].[Cs+].[Cs+], predict the reaction product. The product is: [CH3:1][C:2]([Si:5]([CH3:28])([CH3:27])[O:6][CH2:7][C@@H:8]([O:10][C:11]1[CH:25]=[C:24]([O:26][C:30]2[N:31]=[CH:32][C:33]([C:34]([O:36][CH3:37])=[O:35])=[CH:38][CH:39]=2)[CH:23]=[C:13]([C:14]([NH:16][C:17]2[CH:21]=[CH:20][N:19]([CH3:22])[N:18]=2)=[O:15])[CH:12]=1)[CH3:9])([CH3:3])[CH3:4]. (4) Given the reactants [S:1]1[C:5]2[CH:6]=[CH:7][C:8]([C:10]([OH:12])=[O:11])=[CH:9][C:4]=2[CH:3]=[CH:2]1.[Li]C(C)(C)C.[B:18](OC(C)C)([O:23]C(C)C)[O:19]C(C)C.[Cl-].[NH4+].S([O-])(O)(=O)=O.[K+], predict the reaction product. The product is: [OH:19][B:18]([OH:23])[C:2]1[S:1][C:5]2[CH:6]=[CH:7][C:8]([C:10]([OH:12])=[O:11])=[CH:9][C:4]=2[CH:3]=1. (5) Given the reactants [Cl:1][C:2]1[CH:3]=[C:4]([CH:7]=[C:8]([O:10][C:11]2[C:12]([OH:18])=[N:13][CH:14]=[CH:15][C:16]=2[Cl:17])[CH:9]=1)[C:5]#[N:6].[Cl:19]N1C(=O)CCC1=O, predict the reaction product. The product is: [Cl:1][C:2]1[CH:3]=[C:4]([CH:7]=[C:8]([O:10][C:11]2[C:12](=[O:18])[NH:13][CH:14]=[C:15]([Cl:19])[C:16]=2[Cl:17])[CH:9]=1)[C:5]#[N:6]. (6) Given the reactants [CH3:1][O:2][C:3](=[O:28])[C@H:4]([CH2:24][CH2:25][S:26][CH3:27])[NH:5][C:6](=[O:23])[C:7]1[CH:12]=[CH:11][C:10]([S:13]([NH2:16])(=[O:15])=[O:14])=[CH:9][C:8]=1[C:17]1[CH:22]=[CH:21][CH:20]=[CH:19][CH:18]=1.C(Cl)(=O)[C:30](Cl)=[O:31], predict the reaction product. The product is: [CH3:1][O:2][C:3](=[O:28])[C@H:4]([CH2:24][CH2:25][S:26][CH3:27])[NH:5][C:6](=[O:23])[C:7]1[CH:12]=[CH:11][C:10]([S:13]([N:16]=[C:30]=[O:31])(=[O:15])=[O:14])=[CH:9][C:8]=1[C:17]1[CH:18]=[CH:19][CH:20]=[CH:21][CH:22]=1. (7) Given the reactants [CH3:1][O:2][C:3]1[CH:4]=[CH:5][CH:6]=[C:7]([OH:12])[C:8]=1[C:9]([OH:11])=[O:10].[H-].[Na+].[CH2:15](Br)[C:16]1[CH:21]=[CH:20][CH:19]=[CH:18][CH:17]=1.[Cl-].[NH4+], predict the reaction product. The product is: [CH2:15]([O:10][C:9](=[O:11])[C:8]1[C:3]([O:2][CH3:1])=[CH:4][CH:5]=[CH:6][C:7]=1[O:12][CH2:9][C:8]1[CH:7]=[CH:6][CH:5]=[CH:4][CH:3]=1)[C:16]1[CH:21]=[CH:20][CH:19]=[CH:18][CH:17]=1. (8) Given the reactants [C:1]([O:5][C:6]([N:8]1[CH:13]([C@@H:14]([OH:28])[C@@H:15]([N+:25]([O-])=O)[CH2:16][C:17]2[CH:22]=[C:21]([F:23])[CH:20]=[C:19]([F:24])[CH:18]=2)[CH2:12][O:11][C@@H:10]([O:29][CH2:30][CH3:31])[CH2:9]1)=[O:7])([CH3:4])([CH3:3])[CH3:2].[BH4-].[Na+].O, predict the reaction product. The product is: [C:1]([O:5][C:6]([N:8]1[CH:13]([C@@H:14]([OH:28])[C@@H:15]([NH2:25])[CH2:16][C:17]2[CH:18]=[C:19]([F:24])[CH:20]=[C:21]([F:23])[CH:22]=2)[CH2:12][O:11][C@@H:10]([O:29][CH2:30][CH3:31])[CH2:9]1)=[O:7])([CH3:3])([CH3:4])[CH3:2].